Dataset: Forward reaction prediction with 1.9M reactions from USPTO patents (1976-2016). Task: Predict the product of the given reaction. (1) Given the reactants [N+:1]([C:4]1[CH:5]=[C:6]([CH:10]=[CH:11][C:12]=1[NH:13][C:14]1[CH:19]=[CH:18][CH:17]=[CH:16][CH:15]=1)[C:7]([OH:9])=[O:8])([O-])=O.[H][H], predict the reaction product. The product is: [NH2:1][C:4]1[CH:5]=[C:6]([CH:10]=[CH:11][C:12]=1[NH:13][C:14]1[CH:15]=[CH:16][CH:17]=[CH:18][CH:19]=1)[C:7]([OH:9])=[O:8]. (2) Given the reactants [NH2:1][C:2]1[C:11]2[C:6](=[CH:7][CH:8]=[CH:9][C:10]=2[O:12][CH2:13][CH:14]2[CH2:19][CH2:18][CH2:17][NH:16][CH2:15]2)[N:5]=[C:4]([CH3:20])[C:3]=1[C:21]([O:23][CH2:24][CH3:25])=[O:22].[OH:26][C:27]1[CH:28]=[C:29]([CH:33]=[CH:34][CH:35]=1)[C:30](O)=[O:31], predict the reaction product. The product is: [NH2:1][C:2]1[C:11]2[C:6](=[CH:7][CH:8]=[CH:9][C:10]=2[O:12][CH2:13][CH:14]2[CH2:19][CH2:18][CH2:17][N:16]([C:30](=[O:31])[C:29]3[CH:33]=[CH:34][CH:35]=[C:27]([OH:26])[CH:28]=3)[CH2:15]2)[N:5]=[C:4]([CH3:20])[C:3]=1[C:21]([O:23][CH2:24][CH3:25])=[O:22]. (3) The product is: [CH:17]([O:16][C:14]([N:7]1[C:6]2[C:12](=[CH:2][C:3]3[CH2:20][CH2:23][CH2:25][C:4]=3[CH:5]=2)[C:11](=[O:13])[CH2:10][CH2:9][CH2:8]1)=[O:15])([CH3:19])[CH3:18]. Given the reactants F[C:2]1[C:12]2[C:11](=[O:13])[CH2:10][CH2:9][CH2:8][N:7]([C:14]([O:16][CH:17]([CH3:19])[CH3:18])=[O:15])[C:6]=2[CH:5]=[CH:4][C:3]=1[CH3:20].CO[C:23]([C:25]1C=C2C(=CC=1N)CCC2)=O, predict the reaction product. (4) The product is: [Cl:59][CH2:58][C@H:46]1[C:45]2[C:44]3[CH:60]=[CH:61][CH:62]=[CH:63][C:43]=3[C:42]([O:41][CH2:40][C:39]3[CH:38]=[CH:37][C:36]([NH:35][C:33](=[O:34])[C@@H:32]([NH:31][C:29](=[O:30])[C@@H:28]([NH:27][C:25](=[O:26])[O:24][CH2:23][CH:21]4[C:20]5[CH:19]=[CH:18][CH:17]=[CH:16][C:15]=5[C:14]5[C:22]4=[CH:10][CH:11]=[CH:12][CH:13]=5)[CH:73]([CH3:75])[CH3:74])[CH2:66][CH2:67][CH2:68][NH:69][C:70]([NH2:72])=[O:71])=[CH:65][CH:64]=3)=[CH:50][C:49]=2[NH:48][CH2:47]1. Given the reactants B(F)(F)F.CCOCC.[CH:10]1[C:22]2[CH:21]([CH2:23][O:24][C:25]([NH:27][C@@H:28]([CH:73]([CH3:75])[CH3:74])[C:29]([NH:31][C@@H:32]([CH2:66][CH2:67][CH2:68][NH:69][C:70]([NH2:72])=[O:71])[C:33]([NH:35][C:36]3[CH:65]=[CH:64][C:39]([CH2:40][O:41][C:42]4[C:43]5[CH:63]=[CH:62][CH:61]=[CH:60][C:44]=5[C:45]5[C@H:46]([CH2:58][Cl:59])[CH2:47][N:48](C(OC(C)(C)C)=O)[C:49]=5[CH:50]=4)=[CH:38][CH:37]=3)=[O:34])=[O:30])=[O:26])[C:20]3[C:15](=[CH:16][CH:17]=[CH:18][CH:19]=3)[C:14]=2[CH:13]=[CH:12][CH:11]=1, predict the reaction product. (5) Given the reactants [C:1]1([C@@H:7]([NH:9][C:10](=[O:45])[CH2:11][C@H:12]([O:37][Si](C(C)(C)C)(C)C)[CH2:13][C:14](=[O:36])/[CH:15]=[CH:16]/[C:17]2[N:18]([CH:33]([CH3:35])[CH3:34])[C:19]3[C:24]([C:25]=2[C:26]2[CH:31]=[CH:30][C:29]([F:32])=[CH:28][CH:27]=2)=[CH:23][CH:22]=[CH:21][CH:20]=3)[CH3:8])[CH:6]=[CH:5][CH:4]=[CH:3][CH:2]=1.Cl.C1([C@@H](NC(=O)C[C@H](O)CC(=O)/C=C/C2C(C3CC3)=NC3C(C=2C2C=CC(F)=CC=2)=CC=CC=3)C)C=CC=CC=1, predict the reaction product. The product is: [C:1]1([C@@H:7]([NH:9][C:10](=[O:45])[CH2:11][C@H:12]([OH:37])[CH2:13][C:14](=[O:36])/[CH:15]=[CH:16]/[C:17]2[N:18]([CH:33]([CH3:34])[CH3:35])[C:19]3[C:24]([C:25]=2[C:26]2[CH:27]=[CH:28][C:29]([F:32])=[CH:30][CH:31]=2)=[CH:23][CH:22]=[CH:21][CH:20]=3)[CH3:8])[CH:6]=[CH:5][CH:4]=[CH:3][CH:2]=1. (6) Given the reactants [N:1]1[C:8](F)=[N:7]C(F)=NC=1F.[Cl:10][C:11]1[CH:16]=[CH:15][C:14]([C:17]2([CH2:20][CH2:21][C:22]([OH:24])=O)[CH2:19][CH2:18]2)=[CH:13][CH:12]=1.N1C=C[CH:28]=[CH:27][CH:26]=1.C([N:34]([CH:37](C)C)[CH2:35][CH3:36])(C)C.[F-].C([N+](CCCC)(CCCC)CCCC)CCC.[CH2:58]1[CH2:62][O:61][CH2:60][CH2:59]1.[C:63]([O:66]CC)(=[O:65])C, predict the reaction product. The product is: [Cl:10][C:11]1[CH:12]=[CH:13][C:14]([C:17]2([CH2:20][CH2:21][C:22]3[O:24][N:7]=[C:8]([C:26]4[CH:60]=[CH:59][C:58]([CH:62]([OH:61])[CH2:37][NH:34][CH2:35][CH2:36][C:63]([OH:66])=[O:65])=[CH:28][CH:27]=4)[N:1]=3)[CH2:18][CH2:19]2)=[CH:15][CH:16]=1.